Dataset: NCI-60 drug combinations with 297,098 pairs across 59 cell lines. Task: Regression. Given two drug SMILES strings and cell line genomic features, predict the synergy score measuring deviation from expected non-interaction effect. (1) Drug 1: COC1=CC(=CC(=C1O)OC)C2C3C(COC3=O)C(C4=CC5=C(C=C24)OCO5)OC6C(C(C7C(O6)COC(O7)C8=CC=CS8)O)O. Drug 2: CC1CCCC2(C(O2)CC(NC(=O)CC(C(C(=O)C(C1O)C)(C)C)O)C(=CC3=CSC(=N3)C)C)C. Cell line: DU-145. Synergy scores: CSS=36.4, Synergy_ZIP=1.14, Synergy_Bliss=3.23, Synergy_Loewe=3.13, Synergy_HSA=2.05. (2) Drug 1: C1=CC(=C2C(=C1NCCNCCO)C(=O)C3=C(C=CC(=C3C2=O)O)O)NCCNCCO. Synergy scores: CSS=42.7, Synergy_ZIP=-9.15, Synergy_Bliss=-9.46, Synergy_Loewe=-10.5, Synergy_HSA=-5.13. Drug 2: C1=NC2=C(N=C(N=C2N1C3C(C(C(O3)CO)O)O)F)N. Cell line: OVCAR-8. (3) Drug 1: CC12CCC(CC1=CCC3C2CCC4(C3CC=C4C5=CN=CC=C5)C)O. Drug 2: C1CCC(C(C1)N)N.C(=O)(C(=O)[O-])[O-].[Pt+4]. Cell line: SW-620. Synergy scores: CSS=42.3, Synergy_ZIP=-1.86, Synergy_Bliss=-1.23, Synergy_Loewe=-30.4, Synergy_HSA=-0.994. (4) Drug 1: C1CCC(CC1)NC(=O)N(CCCl)N=O. Drug 2: C1C(C(OC1N2C=NC3=C(N=C(N=C32)Cl)N)CO)O. Cell line: HCT-15. Synergy scores: CSS=32.1, Synergy_ZIP=-1.02, Synergy_Bliss=5.17, Synergy_Loewe=-0.0644, Synergy_HSA=5.46. (5) Drug 1: CC1C(C(CC(O1)OC2CC(CC3=C2C(=C4C(=C3O)C(=O)C5=C(C4=O)C(=CC=C5)OC)O)(C(=O)CO)O)N)O.Cl. Drug 2: CCC1=CC2CC(C3=C(CN(C2)C1)C4=CC=CC=C4N3)(C5=C(C=C6C(=C5)C78CCN9C7C(C=CC9)(C(C(C8N6C)(C(=O)OC)O)OC(=O)C)CC)OC)C(=O)OC.C(C(C(=O)O)O)(C(=O)O)O. Cell line: NCIH23. Synergy scores: CSS=26.1, Synergy_ZIP=0.295, Synergy_Bliss=-1.58, Synergy_Loewe=-5.05, Synergy_HSA=-6.88. (6) Drug 1: CN(C)N=NC1=C(NC=N1)C(=O)N. Drug 2: CC1=C2C(C(=O)C3(C(CC4C(C3C(C(C2(C)C)(CC1OC(=O)C(C(C5=CC=CC=C5)NC(=O)C6=CC=CC=C6)O)O)OC(=O)C7=CC=CC=C7)(CO4)OC(=O)C)O)C)OC(=O)C. Cell line: IGROV1. Synergy scores: CSS=16.3, Synergy_ZIP=-13.5, Synergy_Bliss=-9.23, Synergy_Loewe=-17.7, Synergy_HSA=-5.65. (7) Drug 1: C1CCC(C1)C(CC#N)N2C=C(C=N2)C3=C4C=CNC4=NC=N3. Drug 2: C(CN)CNCCSP(=O)(O)O. Cell line: KM12. Synergy scores: CSS=17.6, Synergy_ZIP=0.957, Synergy_Bliss=-0.278, Synergy_Loewe=-35.8, Synergy_HSA=-2.90.